Dataset: Peptide-MHC class I binding affinity with 185,985 pairs from IEDB/IMGT. Task: Regression. Given a peptide amino acid sequence and an MHC pseudo amino acid sequence, predict their binding affinity value. This is MHC class I binding data. The peptide sequence is LSLLPDWFAF. The MHC is H-2-Db with pseudo-sequence H-2-Db. The binding affinity (normalized) is 0.